This data is from Forward reaction prediction with 1.9M reactions from USPTO patents (1976-2016). The task is: Predict the product of the given reaction. (1) The product is: [F:33][C:30]1[CH:31]=[CH:32][C:27]([C:24]2[CH:23]=[N:22][C:21]([N:18]3[CH2:19][CH2:20][N:15]([S:12]([CH2:11][C:5]4([C:3]([OH:4])=[O:2])[CH2:10][CH2:9][CH2:8][CH2:7][CH2:6]4)(=[O:13])=[O:14])[CH2:16][CH2:17]3)=[N:26][CH:25]=2)=[CH:28][CH:29]=1. Given the reactants C[O:2][C:3]([C:5]1([CH2:11][S:12]([N:15]2[CH2:20][CH2:19][N:18]([C:21]3[N:26]=[CH:25][C:24]([C:27]4[CH:32]=[CH:31][C:30]([F:33])=[CH:29][CH:28]=4)=[CH:23][N:22]=3)[CH2:17][CH2:16]2)(=[O:14])=[O:13])[CH2:10][CH2:9][CH2:8][CH2:7][CH2:6]1)=[O:4].O.[OH-].[Li+].CO.O, predict the reaction product. (2) Given the reactants Cl.[Cl:2][C:3]1[CH:4]=[C:5]2[C:9](=[CH:10][CH:11]=1)[NH:8][CH:7]=[C:6]2[CH2:12][CH2:13][NH2:14].C1CN([P+](ON2N=NC3C=CC=CC2=3)(N2CCCC2)N2CCCC2)CC1.F[P-](F)(F)(F)(F)F.[F:48][C:49]1[CH:54]=[CH:53][CH:52]=[CH:51][C:50]=1[N:55]1[CH2:59][CH2:58][CH:57]([C:60](O)=[O:61])[C:56]1=[O:63], predict the reaction product. The product is: [Cl:2][C:3]1[CH:4]=[C:5]2[C:9](=[CH:10][CH:11]=1)[NH:8][CH:7]=[C:6]2[CH2:12][CH2:13][NH:14][C:60]([CH:57]1[CH2:58][CH2:59][N:55]([C:50]2[CH:51]=[CH:52][CH:53]=[CH:54][C:49]=2[F:48])[C:56]1=[O:63])=[O:61].